Task: Predict the product of the given reaction.. Dataset: Forward reaction prediction with 1.9M reactions from USPTO patents (1976-2016) (1) Given the reactants CC(C[AlH]CC(C)C)C.[C:10]([C:13]1[N:14]=[C:15]2[C:21]3[CH:22]=[C:23]([C:27]#[C:28][C:29]4([OH:38])[CH2:32][CH:31]([C:33](OCC)=[O:34])[CH2:30]4)[C:24]([F:26])=[CH:25][C:20]=3[O:19][CH2:18][CH2:17][N:16]2[CH:39]=1)(=[O:12])[NH2:11], predict the reaction product. The product is: [F:26][C:24]1[C:23]([C:27]#[C:28][C:29]2([OH:38])[CH2:30][CH:31]([CH2:33][OH:34])[CH2:32]2)=[CH:22][C:21]2[C:15]3[N:16]([CH:39]=[C:13]([C:10]([NH2:11])=[O:12])[N:14]=3)[CH2:17][CH2:18][O:19][C:20]=2[CH:25]=1. (2) Given the reactants [CH3:1][C:2]1[NH:3][CH:4]=[C:5]([C:7]([OH:9])=O)[N:6]=1.C[CH2:11][N:12]=C=NCCCN(C)C.C1C=CC2N(O)N=NC=2C=1.CCN(C(C)C)C(C)C.CN, predict the reaction product. The product is: [CH3:11][NH:12][C:7]([C:5]1[N:6]=[C:2]([CH3:1])[NH:3][CH:4]=1)=[O:9]. (3) Given the reactants Cl[C:2]1[N:3]=[C:4]([C:16]2[CH:21]=[C:20]([CH3:22])[CH:19]=[C:18]([CH3:23])[CH:17]=2)[C:5]([C:8]2[CH:13]=[C:12]([CH3:14])[CH:11]=[C:10]([CH3:15])[CH:9]=2)=[N:6][CH:7]=1.[CH3:24][C:25]1[CH:30]=[CH:29][CH:28]=[C:27]([CH3:31])[C:26]=1B(O)O.C(=O)([O-])[O-].[Na+].[Na+].O, predict the reaction product. The product is: [CH3:24][C:25]1[CH:30]=[CH:29][CH:28]=[C:27]([CH3:31])[C:26]=1[C:2]1[N:3]=[C:4]([C:16]2[CH:17]=[C:18]([CH3:23])[CH:19]=[C:20]([CH3:22])[CH:21]=2)[C:5]([C:8]2[CH:9]=[C:10]([CH3:15])[CH:11]=[C:12]([CH3:14])[CH:13]=2)=[N:6][CH:7]=1. (4) Given the reactants [Br:1][C:2]1[CH:3]=[C:4]([C:8](=O)[CH2:9][CH2:10][CH2:11][CH2:12][N:13]2[CH2:18][CH2:17][CH:16]([C:19]3[CH:20]=[C:21]([NH:25][C:26](=[O:30])[CH:27]([CH3:29])[CH3:28])[CH:22]=[CH:23][CH:24]=3)[CH2:15][CH2:14]2)[CH:5]=[CH:6][CH:7]=1.Cl.[F:33][C:34]([F:45])([F:44])[O:35][C:36]1[CH:41]=[CH:40][C:39]([NH:42]N)=[CH:38][CH:37]=1, predict the reaction product. The product is: [Br:1][C:2]1[CH:3]=[C:4]([C:8]2[NH:42][C:39]3[C:40]([C:9]=2[CH2:10][CH2:11][CH2:12][N:13]2[CH2:18][CH2:17][CH:16]([C:19]4[CH:20]=[C:21]([NH:25][C:26](=[O:30])[CH:27]([CH3:28])[CH3:29])[CH:22]=[CH:23][CH:24]=4)[CH2:15][CH2:14]2)=[CH:41][C:36]([O:35][C:34]([F:33])([F:44])[F:45])=[CH:37][CH:38]=3)[CH:5]=[CH:6][CH:7]=1.